From a dataset of Reaction yield outcomes from USPTO patents with 853,638 reactions. Predict the reaction yield, written as a fraction of the theoretical maximum amount of product (1.0 means a 100% yield; for example, 0.34 means a 34% yield). (1) The reactants are Br[CH2:2][C:3]([C:5]1[CH:6]=[CH:7][C:8]2[C:17]3[CH:16]=[C:15]4[CH2:18][CH2:19][CH2:20][C:21](=[O:22])[C:14]4=[CH:13][C:12]=3[O:11][CH2:10][C:9]=2[CH:23]=1)=[O:4].[C:24]([O:28][C:29]([N:31]1[CH2:35][C@@H:34]([CH3:36])[CH2:33][C@H:32]1[C:37]([OH:39])=[O:38])=[O:30])([CH3:27])([CH3:26])[CH3:25].CCN(C(C)C)C(C)C. The catalyst is CC#N.CCOC(C)=O. The product is [CH3:36][C@@H:34]1[CH2:35][N:31]([C:29]([O:28][C:24]([CH3:25])([CH3:27])[CH3:26])=[O:30])[C@H:32]([C:37]([O:39][CH2:2][C:3](=[O:4])[C:5]2[CH:6]=[CH:7][C:8]3[C:17]4[CH:16]=[C:15]5[CH2:18][CH2:19][CH2:20][C:21](=[O:22])[C:14]5=[CH:13][C:12]=4[O:11][CH2:10][C:9]=3[CH:23]=2)=[O:38])[CH2:33]1. The yield is 0.690. (2) The reactants are C(O[C:4](=[O:22])[C:5](=[CH:11][NH:12][C:13]1[CH:18]=[C:17]([O:19][CH3:20])[CH:16]=[CH:15][C:14]=1[Br:21])[C:6]([O:8][CH2:9][CH3:10])=[O:7])C.C(=O)(O)[O-].[Na+]. The catalyst is C(O)C. The product is [CH2:9]([O:8][C:6]([C:5]1[C:4](=[O:22])[C:18]2[C:13](=[C:14]([Br:21])[CH:15]=[CH:16][C:17]=2[O:19][CH3:20])[NH:12][CH:11]=1)=[O:7])[CH3:10]. The yield is 0.300. (3) The reactants are [NH2:1][C:2]1[C:7]([C:8]([NH:10][C:11]2[CH:16]=[CH:15][CH:14]=[CH:13][CH:12]=2)=[O:9])=[CH:6][C:5](Br)=[CH:4][N:3]=1.[N:18]1[CH:23]=[CH:22][CH:21]=[C:20](B(O)O)[CH:19]=1.C(=O)([O-])[O-].[K+].[K+]. The catalyst is O1CCOCC1.[Pd].C1(P(C2C=CC=CC=2)C2C=CC=CC=2)C=CC=CC=1.C1(P(C2C=CC=CC=2)C2C=CC=CC=2)C=CC=CC=1.C1(P(C2C=CC=CC=2)C2C=CC=CC=2)C=CC=CC=1.C1(P(C2C=CC=CC=2)C2C=CC=CC=2)C=CC=CC=1. The product is [NH2:1][C:2]1[C:7]([C:8]([NH:10][C:11]2[CH:16]=[CH:15][CH:14]=[CH:13][CH:12]=2)=[O:9])=[CH:6][C:5]([C:20]2[CH:19]=[N:18][CH:23]=[CH:22][CH:21]=2)=[CH:4][N:3]=1. The yield is 0.430. (4) The reactants are [Cl:1][C:2]1[CH:7]=[CH:6][C:5]([C:8]([CH3:28])([CH3:27])[C:9]([NH:11][NH:12][C:13]([C:15]2[C:16]([CH3:26])=[N:17][C:18]3[C:23]([C:24]=2[CH3:25])=[CH:22][CH:21]=[CH:20][CH:19]=3)=O)=[O:10])=[CH:4][CH:3]=1.COC(CC[N+](S(=O)(=O)N)(CC)CC)=O. The catalyst is O1CCCC1.C(OCC)(=O)C. The product is [Cl:1][C:2]1[CH:3]=[CH:4][C:5]([C:8]([C:9]2[O:10][C:13]([C:15]3[C:16]([CH3:26])=[N:17][C:18]4[C:23]([C:24]=3[CH3:25])=[CH:22][CH:21]=[CH:20][CH:19]=4)=[N:12][N:11]=2)([CH3:27])[CH3:28])=[CH:6][CH:7]=1. The yield is 0.360. (5) The reactants are [Cl:1][C:2]1[C:8](I)=[CH:7][C:5]([NH2:6])=[C:4]([O:10][CH3:11])[CH:3]=1.[CH:12]1(B(O)O)[CH2:14][CH2:13]1.C1(P(C2CCCCC2)C2CCCCC2)CCCCC1. The catalyst is C1(C)C=CC=CC=1.O.CC([O-])=O.CC([O-])=O.[Pd+2]. The product is [Cl:1][C:2]1[C:8]([CH:12]2[CH2:14][CH2:13]2)=[CH:7][C:5]([NH2:6])=[C:4]([O:10][CH3:11])[CH:3]=1. The yield is 0.885. (6) The reactants are [O:1]=[C:2]1[C:10](=[O:11])[C:9]2[C:4](=[CH:5][CH:6]=[C:7]([O:12][C:13]([F:16])([F:15])[F:14])[CH:8]=2)[N:3]1[CH:17]([CH2:21][CH:22]([CH3:24])[CH3:23])[C:18]([OH:20])=O.[CH3:25][N:26]1[CH:30]=[CH:29][C:28]([NH2:31])=[N:27]1.C(N(CC)C(C)C)(C)C.F[P-](F)(F)(F)(F)F.N1(O[P+](N(C)C)(N(C)C)N(C)C)C2C=CC=CC=2N=N1. The catalyst is CN(C)C=O.C(OCC)(=O)C. The product is [CH3:25][N:26]1[CH:30]=[CH:29][C:28]([NH:31][C:18](=[O:20])[CH:17]([N:3]2[C:4]3[C:9](=[CH:8][C:7]([O:12][C:13]([F:16])([F:14])[F:15])=[CH:6][CH:5]=3)[C:10](=[O:11])[C:2]2=[O:1])[CH2:21][CH:22]([CH3:24])[CH3:23])=[N:27]1. The yield is 0.430.